From a dataset of Full USPTO retrosynthesis dataset with 1.9M reactions from patents (1976-2016). Predict the reactants needed to synthesize the given product. Given the product [CH3:1][CH2:2][O:3][C:4]1[CH:5]=[CH:6][CH:7]=[CH:8][C:9]=1[O:10][CH2:11][CH2:12][NH:13][C@@H:14]([CH2:16][C:17]1[CH:18]=[CH:19][C:20]([O:27][CH3:28])=[C:21]([S:23]([NH2:26])(=[O:25])=[O:24])[CH:22]=1)[CH3:15], predict the reactants needed to synthesize it. The reactants are: [CH3:1][CH2:2][O:3][C:4]1[CH:5]=[CH:6][CH:7]=[CH:8][C:9]=1[O:10][CH2:11][CH2:12][NH:13][C@@H:14]([CH2:16][C:17]1[CH:18]=[CH:19][C:20]([O:27][CH3:28])=[C:21]([S:23]([NH2:26])(=[O:25])=[O:24])[CH:22]=1)[CH3:15].Cl.OC[C@@H]([C@H]([C@@H]([C@@H](CO)O)O)O)O.